This data is from Reaction yield outcomes from USPTO patents with 853,638 reactions. The task is: Predict the reaction yield, written as a fraction of the theoretical maximum amount of product (1.0 means a 100% yield; for example, 0.34 means a 34% yield). (1) The reactants are [OH-].[K+].C(=O)(OC)[O:4][C:5]1[CH:10]=[C:9]([N+:11]([O-:13])=[O:12])[C:8]([C:14]([CH3:17])([CH3:16])[CH3:15])=[CH:7][C:6]=1[Cl:18].Cl. The catalyst is CO. The product is [C:14]([C:8]1[C:9]([N+:11]([O-:13])=[O:12])=[CH:10][C:5]([OH:4])=[C:6]([Cl:18])[CH:7]=1)([CH3:17])([CH3:15])[CH3:16]. The yield is 0.680. (2) The reactants are [Br:1][C:2]1[N:7]=[CH:6][C:5]([OH:8])=[CH:4][CH:3]=1.[H-].[Na+].Br[CH2:12][C:13]1[CH:14]=[C:15]([CH:20]=[CH:21][CH:22]=1)[C:16]([O:18][CH3:19])=[O:17]. The product is [Br:1][C:2]1[N:7]=[CH:6][C:5]([O:8][CH2:12][C:13]2[CH:14]=[C:15]([CH:20]=[CH:21][CH:22]=2)[C:16]([O:18][CH3:19])=[O:17])=[CH:4][CH:3]=1. The catalyst is CN(C=O)C. The yield is 0.780. (3) The product is [NH2:7][CH2:8][C:9]([C:11]1[CH:16]=[CH:15][C:14]([CH2:17][C:18]([C:19]2[C:28](=[O:29])[C:27]3[C:22](=[CH:23][CH:24]=[CH:25][CH:26]=3)[NH:21][CH:20]=2)=[O:30])=[CH:13][CH:12]=1)([CH3:10])[CH3:31]. The reactants are C(OC(=O)[NH:7][CH2:8][C:9]([CH3:31])([C:11]1[CH:16]=[CH:15][C:14]([CH2:17][C:18](=[O:30])[C:19]2[C:28](=[O:29])[C:27]3[C:22](=[CH:23][CH:24]=[CH:25][CH:26]=3)[NH:21][CH:20]=2)=[CH:13][CH:12]=1)[CH3:10])(C)(C)C.C(O)(C(F)(F)F)=O.[OH-].[Na+]. The yield is 0.910. The catalyst is C(Cl)Cl. (4) The reactants are [Cl:1][C:2]1[CH:3]=[C:4]([CH:9]=[C:10]([Cl:29])[C:11]=1[C:12]([N:14]1[C:22]2[CH:21]=[CH:20][N:19]=[C:18](NC(C3CC3)=O)[C:17]=2[CH:16]=[CH:15]1)=[O:13])[C:5]([O:7]C)=[O:6].[OH-].[Na+].[O:32]1[CH2:36][CH2:35][CH2:34][CH2:33]1. The catalyst is O. The product is [Cl:1][C:2]1[CH:3]=[C:4]([CH:9]=[C:10]([Cl:29])[C:11]=1[C:12]([N:14]1[C:22]2[CH:21]=[CH:20][N:19]=[C:18]([C:36]([CH:35]3[CH2:33][CH2:34]3)=[O:32])[C:17]=2[CH:16]=[CH:15]1)=[O:13])[C:5]([OH:7])=[O:6]. The yield is 0.970. (5) The reactants are [N:1]([C@@H:4]([C@@H:37]([C:45]1[CH:50]=[CH:49][C:48]([Cl:51])=[CH:47][CH:46]=1)[C:38]1[CH:43]=[CH:42][CH:41]=[C:40]([F:44])[CH:39]=1)[C:5]([NH:7][C:8]1[CH:9]=[N:10][CH:11]=[C:12]([F:36])[C:13]=1[CH2:14][CH2:15][C@@H:16]1[N:21]([S:22]([CH:25]2[CH2:27][CH2:26]2)(=[O:24])=[O:23])[C@@H:20]([CH3:28])[CH2:19][N:18]([C:29]([O:31][C:32]([CH3:35])([CH3:34])[CH3:33])=[O:30])[CH2:17]1)=[O:6])=[N+]=[N-].CP(C)C. The catalyst is CCOC(C)=O.O. The product is [NH2:1][C@@H:4]([C@@H:37]([C:45]1[CH:50]=[CH:49][C:48]([Cl:51])=[CH:47][CH:46]=1)[C:38]1[CH:43]=[CH:42][CH:41]=[C:40]([F:44])[CH:39]=1)[C:5]([NH:7][C:8]1[CH:9]=[N:10][CH:11]=[C:12]([F:36])[C:13]=1[CH2:14][CH2:15][C@@H:16]1[N:21]([S:22]([CH:25]2[CH2:26][CH2:27]2)(=[O:24])=[O:23])[C@@H:20]([CH3:28])[CH2:19][N:18]([C:29]([O:31][C:32]([CH3:34])([CH3:33])[CH3:35])=[O:30])[CH2:17]1)=[O:6]. The yield is 0.520.